From a dataset of Catalyst prediction with 721,799 reactions and 888 catalyst types from USPTO. Predict which catalyst facilitates the given reaction. (1) Reactant: C(O[C:6](=O)[NH:7][CH2:8][C:9]([N:11]1[CH2:15][CH2:14][CH2:13][CH:12]1[C:16]#[N:17])=[O:10])(C)(C)C.FC(F)(F)C(O)=O.C(N(CC)CC)C.[C:33]([O:36][CH:37]1[CH2:44][CH:43]2[CH:39]([CH2:40]C(=O)[CH2:42]2)[CH2:38]1)(=[O:35])[CH3:34].C(O[BH-](OC(=O)C)OC(=O)C)(=O)C.[Na+]. Product: [C:33]([O:36][CH:37]1[CH2:44][CH:43]2[CH:39]([CH2:40][CH:6]([NH:7][CH2:8][C:9]([N:11]3[CH2:15][CH2:14][CH2:13][CH:12]3[C:16]#[N:17])=[O:10])[CH2:42]2)[CH2:38]1)(=[O:35])[CH3:34]. The catalyst class is: 4. (2) Reactant: [C:1]12([C:7]3[CH:12]=[CH:11][C:10]([N:13]4[CH2:17][C@H:16]([CH2:18][NH:19][C:20](=[O:22])[CH3:21])[O:15][C:14]4=[O:23])=[CH:9][CH:8]=3)[CH2:6][CH:5]1[CH2:4][NH:3][CH2:2]2.C(N(CC)CC)C.[C:31](Cl)(=[O:33])[CH3:32]. Product: [C:31]([N:3]1[CH2:4][CH:5]2[C:1]([C:7]3[CH:8]=[CH:9][C:10]([N:13]4[CH2:17][C@H:16]([CH2:18][NH:19][C:20](=[O:22])[CH3:21])[O:15][C:14]4=[O:23])=[CH:11][CH:12]=3)([CH2:6]2)[CH2:2]1)(=[O:33])[CH3:32]. The catalyst class is: 34. (3) Reactant: [S:1]1[CH:5]=[CH:4][C:3]([C:6]2SC(NC3C=CC(O)=CC=3)=N[CH:7]=2)=[CH:2]1.[CH3:19][O:20][C:21]1[CH:26]=[CH:25][C:24]([NH:27][C:28]([NH2:30])=[S:29])=[C:23]([C:31]([F:34])([F:33])[F:32])[CH:22]=1.NC(N)=S.CCN(C(C)C)C(C)C. Product: [CH3:19][O:20][C:21]1[CH:26]=[CH:25][C:24]([NH:27][C:28]2[S:29][C:6]([C:3]3[CH:4]=[CH:5][S:1][CH:2]=3)=[CH:7][N:30]=2)=[C:23]([C:31]([F:34])([F:32])[F:33])[CH:22]=1. The catalyst class is: 61.